This data is from Full USPTO retrosynthesis dataset with 1.9M reactions from patents (1976-2016). The task is: Predict the reactants needed to synthesize the given product. Given the product [F:1][C:2]1[CH:9]=[C:8]([F:10])[CH:7]=[CH:6][C:3]=1/[CH:4]=[CH:17]/[C:18](=[O:20])[CH3:19], predict the reactants needed to synthesize it. The reactants are: [F:1][C:2]1[CH:9]=[C:8]([F:10])[CH:7]=[CH:6][C:3]=1[CH:4]=O.COP([CH2:17][C:18](=[O:20])[CH3:19])(=O)OC.C([O-])([O-])=O.[K+].[K+].